This data is from Experimentally validated miRNA-target interactions with 360,000+ pairs, plus equal number of negative samples. The task is: Binary Classification. Given a miRNA mature sequence and a target amino acid sequence, predict their likelihood of interaction. (1) The miRNA is mmu-miR-466m-5p with sequence UGUGUGCAUGUGCAUGUGUGUAU. The protein sequence of the target gene is MSGPRPVVLSGPSGAGKSTLLKRLLQEHSGIFGFSVSHTTRNPRPGEENGKDYYFVTREVMQRDIAAGDFIEHAEFSGNLYGTSKVAVQAVQAMNRICVLDVDLQGVRNIKATDLRPIYISVQPPSLHVLEQRLRQRNTETEESLVKRLAAAQADMESSKEPGLFDVVIINDSLDQAYAELKEALSEEIKKAQRTGA. Result: 0 (no interaction). (2) The miRNA is mmu-miR-29a-5p with sequence ACUGAUUUCUUUUGGUGUUCAG. The protein sequence of the target gene is MEKANETSPVMGFVLLRLSAHPELEKTFFVLILLMYLVILLGNGVLILVTILDSRLHTPMYFFLGNLSFLDICFTTSSVPLVLDSFLTPQETISFSACAVQMALSFAMAGTECLLLSMMAFDRYVAICNPLRYSVIMSKAAYMPMAASSWAIGGAASVVHTSLAIQLPFCGDNVINHFTCEILAVLKLACADISINVISMEVTNVIFLGVPVLFISFSYVFIITTILRIPSAEGRKKVFSTCSAHLTVVIVFYGTLFFMYGKPKSKDSMGADKEDLSDKLIPLFYGVVTPMLNPIIYSLR.... Result: 0 (no interaction). (3) The miRNA is hsa-miR-548m with sequence CAAAGGUAUUUGUGGUUUUUG. The protein sequence of the target gene is MEKLLCFLVLTSLSHAFGQTDMSRKAFVFPKESDTSYVSLKAPLTKPLKAFTVCLHFYTELSSTRGYSIFSYATKRQDNEILIFWSKDIGYSFTVGGSEILFEVPEVTVAPVHICTSWESASGIVEFWVDGKPRVRKSLKKGYTVGAEASIILGQEQDSFGGNFEGSQSLVGDIGNVNMWDFVLSPDEINTIYLGGPFSPNVLNWRALKYEVQGEVFTKPQLWP. Result: 0 (no interaction). (4) The miRNA is hsa-miR-4319 with sequence UCCCUGAGCAAAGCCAC. The protein sequence of the target gene is MDLPGDSSPPGQPRLCRQPLTRALWGARSPKRPRLQLPGAPSPLEKASRRVLAVVLEDVMAVHMVPVVPSKQTSIPQHHSYHQDPVHRQPPASPPRQAGWSSQARPPDPLCLCREPLSRIHRTSSTLRRRSRTTPGPEEGPSQKVDRAPQPTLVVMLEDIASPRPPAEGFIDETPNFIIPAQRAEPMRIVRQPTPPPGDLEPPFQPSALPADPLESPPTAPDPALELPSTPPPSSLLRPRLSPWGLAPLFRSVRSKLESFADIFLTPNKTPQPPPPSPPMKLELKIAISEAEQSGAAEGT.... Result: 0 (no interaction). (5) The miRNA is hsa-miR-378h with sequence ACUGGACUUGGUGUCAGAUGG. The protein sequence of the target gene is MADPRDKALQDYRKKLLEHKEIDGRLKELREQLKELTKQYEKSENDLKALQSVGQIVGEVLKQLTEEKFIVKATNGPRYVVGCRRQLDKSKLKPGTRVALDMTTLTIMRYLPREVDPLVYNMSHEDPGNVSYSEIGGLSEQIRELREVIELPLTNPELFQRVGIIPPKGCLLYGPPGTGKTLLARAVASQLDCNFLKVVSSSIVDKYIGESARLIREMFNYARDHQPCIIFMDEIDAIGGRRFSEGTSADREIQRTLMELLNQMDGFDTLHRVKMIMATNRPDTLDPALLRPGRLDRKIH.... Result: 0 (no interaction). (6) The miRNA is hsa-miR-24-3p with sequence UGGCUCAGUUCAGCAGGAACAG. The protein sequence of the target gene is MVCEKCEKKLGTVITPDTWKDGARNTTESGGRKLNENKALTSKKARFDPYGKNKFSTCRICKSSVHQPGSHYCQGCAYKKGICAMCGKKVLDTKNYKQTSV. Result: 1 (interaction).